Dataset: Forward reaction prediction with 1.9M reactions from USPTO patents (1976-2016). Task: Predict the product of the given reaction. (1) Given the reactants [CH2:1]([O:8][CH2:9][N:10]1[C:18]2[C:17]([NH2:19])=[N:16][C:15]([CH2:20][CH2:21][CH2:22][CH3:23])=[N:14][C:13]=2[C:12]([C:24]#[C:25][CH2:26][CH2:27][CH2:28]CN2CCCC2)=[C:11]1C)[C:2]1[CH:7]=[CH:6][CH:5]=[CH:4][CH:3]=1.C(OCN1C2C(N)=NC(CCCC)=NC=2C(C#CCCCCl)=C1)C1C=CC=CC=1.Cl.[F:66][C@H:67]1[CH2:71][CH2:70][NH:69][CH2:68]1, predict the reaction product. The product is: [CH2:1]([O:8][CH2:9][N:10]1[C:18]2[C:17]([NH2:19])=[N:16][C:15]([CH2:20][CH2:21][CH2:22][CH3:23])=[N:14][C:13]=2[C:12]([C:24]#[C:25][CH2:26][CH2:27][CH2:28][N:69]2[CH2:70][CH2:71][C@H:67]([F:66])[CH2:68]2)=[CH:11]1)[C:2]1[CH:7]=[CH:6][CH:5]=[CH:4][CH:3]=1. (2) The product is: [CH3:35][C:29]1[CH:34]=[CH:33][C:32]([CH2:10][N:3]2[C:4]([C:6]([O:8][CH3:9])=[O:7])=[CH:5][N:1]=[CH:2]2)=[CH:31][CH:30]=1. Given the reactants [NH:1]1[CH:5]=[C:4]([C:6]([O:8][CH3:9])=[O:7])[N:3]=[CH:2]1.[CH:10]1C=CC(P(C2C=CC=CC=2)C2C=CC=CC=2)=CC=1.[C:29]1([CH3:35])[CH:34]=[CH:33][CH:32]=[CH:31][CH:30]=1.CC(OC(/N=N/C(OC(C)C)=O)=O)C, predict the reaction product.